From a dataset of Catalyst prediction with 721,799 reactions and 888 catalyst types from USPTO. Predict which catalyst facilitates the given reaction. Reactant: [NH2:1][CH2:2][CH2:3][NH:4][S:5]([C:8]1[C:16]2[C:11](=[CH:12][CH:13]=[C:14]([Br:17])[CH:15]=2)[NH:10][C:9]=1[C:18]([NH2:20])=[O:19])(=[O:7])=[O:6].[CH3:21][O:22][C:23]1[CH:28]=[CH:27][C:26]([N:29]=[C:30]=[O:31])=[CH:25][CH:24]=1.C(N(CC)CC)C.[N-]=C=O. Product: [Br:17][C:14]1[CH:15]=[C:16]2[C:11](=[CH:12][CH:13]=1)[NH:10][C:9]([C:18]([NH2:20])=[O:19])=[C:8]2[S:5]([NH:4][CH2:3][CH2:2][NH:1][C:30]([NH:29][C:26]1[CH:27]=[CH:28][C:23]([O:22][CH3:21])=[CH:24][CH:25]=1)=[O:31])(=[O:6])=[O:7]. The catalyst class is: 317.